From a dataset of Forward reaction prediction with 1.9M reactions from USPTO patents (1976-2016). Predict the product of the given reaction. (1) Given the reactants C(O[C:4]1[C:5](=[O:16])[C:6](=[O:15])[C:7]=1[NH:8][C:9]1[CH:14]=[CH:13][N:12]=[CH:11][CH:10]=1)C.[Cl:17][C:18]1[CH:33]=[CH:32][C:21]([O:22][C:23]2[CH:28]=[CH:27][C:26]([CH2:29][CH2:30][NH2:31])=[CH:25][CH:24]=2)=[CH:20][CH:19]=1, predict the reaction product. The product is: [Cl:17][C:18]1[CH:33]=[CH:32][C:21]([O:22][C:23]2[CH:28]=[CH:27][C:26]([CH2:29][CH2:30][NH:31][C:4]3[C:5](=[O:16])[C:6](=[O:15])[C:7]=3[NH:8][C:9]3[CH:10]=[CH:11][N:12]=[CH:13][CH:14]=3)=[CH:25][CH:24]=2)=[CH:20][CH:19]=1. (2) The product is: [CH2:49]([CH:9]1[CH:14]([N+:15]([O-:17])=[O:16])[C:13]([C:30]2[C:29]([CH3:33])=[N:28][C:27]([O:26][CH3:25])=[CH:32][CH:31]=2)=[CH:12][CH:11]=[N:10]1)[C:43]1[CH:48]=[CH:47][CH:46]=[CH:45][CH:44]=1. Given the reactants C(O[C:9]1[C:14]([N+:15]([O-:17])=[O:16])=[C:13](Cl)[CH:12]=[CH:11][N:10]=1)C1C=CC=CC=1.C([O-])([O-])=O.[Na+].[Na+].[CH3:25][O:26][C:27]1(B(O)O)[CH:32]=[CH:31][CH:30]=[C:29]([CH3:33])[NH:28]1.CCOC(C)=O.[C:43]1([CH3:49])[CH:48]=[CH:47][CH:46]=[CH:45][CH:44]=1, predict the reaction product. (3) Given the reactants [CH3:1][N:2]1[C:6]2[N:7]=[CH:8][N:9]([CH2:12][C:13]([F:16])([F:15])[F:14])[C:10](=[O:11])[C:5]=2[C:4]([C:17]2[CH:18]=[N:19][CH:20]=[CH:21][CH:22]=2)=[CH:3]1.[Br:23]Br.C(=O)(O)[O-].[Na+].S([O-])([O-])(=O)=S.[Na+].[Na+], predict the reaction product. The product is: [Br:23][C:3]1[N:2]([CH3:1])[C:6]2[N:7]=[CH:8][N:9]([CH2:12][C:13]([F:15])([F:16])[F:14])[C:10](=[O:11])[C:5]=2[C:4]=1[C:17]1[CH:18]=[N:19][CH:20]=[CH:21][CH:22]=1. (4) Given the reactants [C:1]([O:5]O)([CH3:4])([CH3:3])C.[Br:7][C:8]1[C:17]2[C:16]([CH3:19])([CH3:18])[CH2:15]CCC=2[CH:11]=[C:10]([CH:20]([O:22][C:23](=[O:25])[CH3:24])[CH3:21])[C:9]=1[O:26][CH3:27], predict the reaction product. The product is: [Br:7][C:8]1[C:17]2[C:16]([CH3:18])([CH3:19])[CH2:15][CH2:4][C:1](=[O:5])[C:3]=2[CH:11]=[C:10]([CH:20]([O:22][C:23](=[O:25])[CH3:24])[CH3:21])[C:9]=1[O:26][CH3:27]. (5) Given the reactants [CH3:1][N:2]1[CH2:7][CH2:6][N:5]([C:8]2[CH2:9][C:10]([N:19]3[CH2:24][CH2:23][N:22]([CH3:25])[CH2:21][CH2:20]3)=[N:11][C:12]3[CH:18]=[CH:17][CH:16]=[CH:15][C:13]=3[N:14]=2)[CH2:4][CH2:3]1.C([N-]C(C)C)(C)C.[Li+].[CH:34](=[O:37])[CH2:35][CH3:36].O, predict the reaction product. The product is: [CH3:1][N:2]1[CH2:3][CH2:4][N:5]([C:8]2[CH:9]([CH:34]([OH:37])[CH2:35][CH3:36])[C:10]([N:19]3[CH2:20][CH2:21][N:22]([CH3:25])[CH2:23][CH2:24]3)=[N:11][C:12]3[CH:18]=[CH:17][CH:16]=[CH:15][C:13]=3[N:14]=2)[CH2:6][CH2:7]1. (6) Given the reactants [I:1][C:2]1[CH:3]=[C:4]([CH:7]=[CH:8][CH:9]=1)[CH2:5][NH2:6].C(N(CC)CC)C.[C:17]([O:21][C:22](=[O:44])[N:23]([C:41](=[O:43])[CH3:42])[C@H:24]1[CH2:28][C@@H:27]([N:29]2[CH:37]=[N:36][C:35]3[C:30]2=[N:31][CH:32]=[N:33][C:34]=3Cl)[C@H:26]([OH:39])[C@@H:25]1[OH:40])([CH3:20])([CH3:19])[CH3:18], predict the reaction product. The product is: [C:17]([O:21][C:22](=[O:44])[N:23]([C:41](=[O:43])[CH3:42])[C@H:24]1[CH2:28][C@@H:27]([N:29]2[CH:37]=[N:36][C:35]3[C:30]2=[N:31][CH:32]=[N:33][C:34]=3[NH:6][CH2:5][C:4]2[CH:7]=[CH:8][CH:9]=[C:2]([I:1])[CH:3]=2)[C@H:26]([OH:39])[C@@H:25]1[OH:40])([CH3:20])([CH3:18])[CH3:19]. (7) Given the reactants [CH3:1][O:2][C:3]1[CH:8]=[CH:7][C:6]([C:9]([C:44]2[CH:49]=[CH:48][C:47]([O:50][CH3:51])=[CH:46][CH:45]=2)([C:38]2[CH:43]=[CH:42][CH:41]=[CH:40][CH:39]=2)[NH:10][C:11]2[O:12][C@H:13]([C:34]([F:37])([F:36])[F:35])[CH2:14][C@:15]([C:19]3[CH:24]=[C:23](B4OCC(C)(C)CO4)[CH:22]=[CH:21][C:20]=3[F:33])([CH2:17][F:18])[N:16]=2)=[CH:5][CH:4]=1.Br[C:53]1[CH:54]=[N:55][CH:56]=[C:57]([C:59]2[NH:63][N:62]=[N:61][N:60]=2)[CH:58]=1.C(=O)([O-])[O-].[Cs+].[Cs+], predict the reaction product. The product is: [NH:63]1[C:59]([C:57]2[CH:58]=[C:53]([C:23]3[CH:22]=[CH:21][C:20]([F:33])=[C:19]([C@:15]4([CH2:17][F:18])[CH2:14][C@@H:13]([C:34]([F:35])([F:36])[F:37])[O:12][C:11]([NH:10][C:9]([C:44]5[CH:49]=[CH:48][C:47]([O:50][CH3:51])=[CH:46][CH:45]=5)([C:6]5[CH:7]=[CH:8][C:3]([O:2][CH3:1])=[CH:4][CH:5]=5)[C:38]5[CH:43]=[CH:42][CH:41]=[CH:40][CH:39]=5)=[N:16]4)[CH:24]=3)[CH:54]=[N:55][CH:56]=2)=[N:60][N:61]=[N:62]1.